This data is from Catalyst prediction with 721,799 reactions and 888 catalyst types from USPTO. The task is: Predict which catalyst facilitates the given reaction. (1) Reactant: Cl[C:2]1[N:7]=[CH:6][C:5]([B:8]([OH:10])[OH:9])=[CH:4][N:3]=1.[CH3:11][C:12]1([C:18]([O:20][CH2:21][CH3:22])=[O:19])[CH2:17][CH2:16][NH:15][CH2:14][CH2:13]1. Product: [CH2:21]([O:20][C:18]([C:12]1([CH3:11])[CH2:17][CH2:16][N:15]([C:2]2[N:7]=[CH:6][C:5]([B:8]([OH:10])[OH:9])=[CH:4][N:3]=2)[CH2:14][CH2:13]1)=[O:19])[CH3:22]. The catalyst class is: 12. (2) Reactant: [F:1][C:2]1[CH:31]=[CH:30][CH:29]=[C:28]([F:32])[C:3]=1[C:4]([NH:6][C:7]1[CH:12]=[CH:11][C:10]([C:13]2[O:14][C:15]([NH:18][CH2:19][CH2:20][CH2:21][N:22]3[CH2:27][CH2:26][O:25][CH2:24][CH2:23]3)=[N:16][N:17]=2)=[CH:9][CH:8]=1)=[O:5].[ClH:33]. Product: [ClH:33].[F:1][C:2]1[CH:31]=[CH:30][CH:29]=[C:28]([F:32])[C:3]=1[C:4]([NH:6][C:7]1[CH:12]=[CH:11][C:10]([C:13]2[O:14][C:15]([NH:18][CH2:19][CH2:20][CH2:21][N:22]3[CH2:27][CH2:26][O:25][CH2:24][CH2:23]3)=[N:16][N:17]=2)=[CH:9][CH:8]=1)=[O:5]. The catalyst class is: 169.